Dataset: Ames mutagenicity test results for genotoxicity prediction. Task: Regression/Classification. Given a drug SMILES string, predict its toxicity properties. Task type varies by dataset: regression for continuous values (e.g., LD50, hERG inhibition percentage) or binary classification for toxic/non-toxic outcomes (e.g., AMES mutagenicity, cardiotoxicity, hepatotoxicity). Dataset: ames. (1) The molecule is Clc1cc2ccccc2c2ccccc12. The result is 1 (mutagenic). (2) The drug is Cc1cc2c(C)c3ccccc3c(C)c2cc1C. The result is 1 (mutagenic). (3) The molecule is CCCCOC(=O)c1cccc2cccnc12. The result is 0 (non-mutagenic). (4) The drug is ClCC1CO1. The result is 1 (mutagenic). (5) The molecule is O=C1CC(c2ccc(O)cc2)Oc2cc(O)cc(O)c21. The result is 0 (non-mutagenic). (6) The result is 0 (non-mutagenic). The compound is CCCCN. (7) The drug is NC(CCC(=O)NC(CS)C(=O)NCC(=O)O)C(=O)O. The result is 1 (mutagenic).